From a dataset of Reaction yield outcomes from USPTO patents with 853,638 reactions. Predict the reaction yield, written as a fraction of the theoretical maximum amount of product (1.0 means a 100% yield; for example, 0.34 means a 34% yield). (1) The reactants are C([O:9][C:10]1[C:11]([CH3:17])=[N:12][N:13]([CH3:16])[C:14]=1[CH3:15])(=O)C1C=CC=CC=1.[OH-].[Na+]. The catalyst is C(O)C. The product is [CH3:16][N:13]1[C:14]([CH3:15])=[C:10]([OH:9])[C:11]([CH3:17])=[N:12]1. The yield is 0.780. (2) The reactants are [BH4-].[Na+].[CH3:3][O:4][C:5]([C:7]1[S:11][C:10]2[CH:12]=[C:13]([C:16]3[S:17][CH:18]=[CH:19][C:20]=3[CH:21]=[O:22])[CH:14]=[CH:15][C:9]=2[C:8]=1[O:23][CH2:24][C:25]([O:27][CH2:28][CH3:29])=[O:26])=[O:6].O. The catalyst is C1COCC1. The product is [CH3:3][O:4][C:5]([C:7]1[S:11][C:10]2[CH:12]=[C:13]([C:16]3[S:17][CH:18]=[CH:19][C:20]=3[CH2:21][OH:22])[CH:14]=[CH:15][C:9]=2[C:8]=1[O:23][CH2:24][C:25]([O:27][CH2:28][CH3:29])=[O:26])=[O:6]. The yield is 0.450. (3) The reactants are [CH2:1]([O:3]CC)C.Br[C:7]1[CH:8]=[CH:9][C:10]([CH2:13][O:14][C:15]2[CH:20]=[CH:19][C:18]([F:21])=[CH:17][CH:16]=2)=[N:11][CH:12]=1.C([Li])CCC.CN(C)C=O. The catalyst is O. The product is [F:21][C:18]1[CH:19]=[CH:20][C:15]([O:14][CH2:13][C:10]2[N:11]=[CH:12][C:7]([CH:1]=[O:3])=[CH:8][CH:9]=2)=[CH:16][CH:17]=1. The yield is 0.305. (4) The reactants are [Cl:1][C:2]1[CH:3]=[N:4][N:5]([CH3:16])[C:6]=1[C:7]1[CH:8]=[C:9]([C:13]([OH:15])=O)[O:10][C:11]=1[CH3:12].[NH2:17][C@@H:18]([CH2:31][C:32]1[CH:37]=[CH:36][CH:35]=[C:34]([F:38])[CH:33]=1)[CH2:19][N:20]1[C:28](=[O:29])[C:27]2[C:22](=[CH:23][CH:24]=[CH:25][CH:26]=2)[C:21]1=[O:30].CC(OC(N[C@H](C(O)=O)CC1C=CC=CC=1C(F)(F)F)=O)(C)C.C1CN([P+](Br)(N2CCCC2)N2CCCC2)CC1.F[P-](F)(F)(F)(F)F.CCN(C(C)C)C(C)C. The catalyst is C(Cl)(Cl)Cl. The product is [Cl:1][C:2]1[CH:3]=[N:4][N:5]([CH3:16])[C:6]=1[C:7]1[CH:8]=[C:9]([C:13]([NH:17][C@@H:18]([CH2:31][C:32]2[CH:37]=[CH:36][CH:35]=[C:34]([F:38])[CH:33]=2)[CH2:19][N:20]2[C:28](=[O:29])[C:27]3[C:22](=[CH:23][CH:24]=[CH:25][CH:26]=3)[C:21]2=[O:30])=[O:15])[O:10][C:11]=1[CH3:12]. The yield is 0.490. (5) The reactants are [CH2:1]([C:4]1[N:5]=[C:6]([C:26]23[CH2:33][CH2:32][C:29]([NH:34][S:35]([CH:38]4[CH2:40][CH2:39]4)(=[O:37])=[O:36])([CH2:30][CH2:31]2)[CH2:28][CH2:27]3)[N:7]2[C:12]3[CH:13]=[CH:14][N:15]([S:16]([C:19]4[CH:25]=[CH:24][C:22]([CH3:23])=[CH:21][CH:20]=4)(=[O:18])=[O:17])[C:11]=3[N:10]=[CH:9][C:8]=12)C=C.C[N+]1([O-])CCOCC1.C(Cl)Cl.[O:52]1[CH2:57][CH2:56][O:55]CC1. The catalyst is O.[Os](=O)(=O)(=O)=O. The product is [OH:52][CH:57]([CH2:56][OH:55])[CH2:1][C:4]1[N:5]=[C:6]([C:26]23[CH2:31][CH2:30][C:29]([NH:34][S:35]([CH:38]4[CH2:40][CH2:39]4)(=[O:36])=[O:37])([CH2:28][CH2:27]2)[CH2:32][CH2:33]3)[N:7]2[C:12]3[CH:13]=[CH:14][N:15]([S:16]([C:19]4[CH:20]=[CH:21][C:22]([CH3:23])=[CH:24][CH:25]=4)(=[O:17])=[O:18])[C:11]=3[N:10]=[CH:9][C:8]=12. The yield is 0.0300. (6) The reactants are [CH3:1][O:2][C:3]([C:5]1[CH:6]=[C:7]2[C:12](=[CH:13][CH:14]=1)[O:11][CH2:10][C:9]([C:15]([OH:17])=[O:16])=[CH:8]2)=[O:4]. The catalyst is CO. The product is [CH3:1][O:2][C:3]([C:5]1[CH:6]=[C:7]2[C:12](=[CH:13][CH:14]=1)[O:11][CH2:10][CH:9]([C:15]([OH:17])=[O:16])[CH2:8]2)=[O:4]. The yield is 0.850. (7) The reactants are CO[C:3](=[NH:11])[C:4]1[CH:9]=[CH:8][CH:7]=[CH:6][C:5]=1[OH:10].[F:12][C:13]1[CH:14]=[C:15]([CH2:19][CH2:20][NH2:21])[CH:16]=[CH:17][CH:18]=1.[C:22](OC)(=[O:27])[CH2:23][C:24]([CH3:26])=O. The catalyst is CO.O. The product is [F:12][C:13]1[CH:14]=[C:15]([CH2:19][CH2:20][N:21]2[C:22](=[O:27])[CH:23]=[C:24]([CH3:26])[N:11]=[C:3]2[C:4]2[CH:9]=[CH:8][CH:7]=[CH:6][C:5]=2[OH:10])[CH:16]=[CH:17][CH:18]=1. The yield is 0.100.